This data is from Reaction yield outcomes from USPTO patents with 853,638 reactions. The task is: Predict the reaction yield, written as a fraction of the theoretical maximum amount of product (1.0 means a 100% yield; for example, 0.34 means a 34% yield). The reactants are [CH3:1][C@H:2]([NH:11][CH3:12])[C@@H:3]([OH:10])[C:4]1[CH:9]=[CH:8][CH:7]=[CH:6][CH:5]=1.C(N(CC)CC)C.[Cl:20][CH2:21][CH2:22][CH2:23][CH2:24][C:25](Cl)=[O:26].O. The catalyst is C1COCC1. The product is [Cl:20][CH2:21][CH2:22][CH2:23][CH2:24][C:25]([N:11]([C@@H:2]([CH3:1])[C@@H:3]([OH:10])[C:4]1[CH:9]=[CH:8][CH:7]=[CH:6][CH:5]=1)[CH3:12])=[O:26]. The yield is 0.930.